This data is from Full USPTO retrosynthesis dataset with 1.9M reactions from patents (1976-2016). The task is: Predict the reactants needed to synthesize the given product. (1) Given the product [CH3:1][O:2][C:3](=[O:39])[C:4]1[CH:9]=[CH:8][C:7]([S:10](=[O:24])(=[O:25])[NH:11][C@H:12]([C:21]#[N:22])[CH2:13][C:14]([O:16][C:17]([CH3:20])([CH3:19])[CH3:18])=[O:15])=[C:6]([O:26][CH2:27][CH2:28][C:29]2[CH:38]=[CH:37][CH:36]=[C:35]3[C:30]=2[CH:31]=[CH:32][CH:33]=[N:34]3)[CH:5]=1, predict the reactants needed to synthesize it. The reactants are: [CH3:1][O:2][C:3](=[O:39])[C:4]1[CH:9]=[CH:8][C:7]([S:10](=[O:25])(=[O:24])[NH:11][C@H:12]([C:21](=O)[NH2:22])[CH2:13][C:14]([O:16][C:17]([CH3:20])([CH3:19])[CH3:18])=[O:15])=[C:6]([O:26][CH2:27][CH2:28][C:29]2[CH:38]=[CH:37][CH:36]=[C:35]3[C:30]=2[CH:31]=[CH:32][CH:33]=[N:34]3)[CH:5]=1.CCN(CC)CC.O(C(C(F)(F)F)=O)C(C(F)(F)F)=O. (2) Given the product [CH2:34]([O:41][C:42]1[CH:49]=[C:48]([N:50]([CH2:55][CH2:56][CH2:57][CH3:58])[CH2:51][CH2:52][CH2:53][CH3:54])[CH:47]=[CH:46][C:43]=1[CH:44]=[CH:14][C:9]1[S:13][CH:12]=[CH:11][CH:10]=1)[C:35]1[CH:40]=[CH:39][CH:38]=[CH:37][CH:36]=1, predict the reactants needed to synthesize it. The reactants are: C1([Li])C=CC=CC=1.[Cl-].[C:9]1([CH2:14][P+](C2C=CC=CC=2)(C2C=CC=CC=2)C2C=CC=CC=2)[S:13][CH:12]=[CH:11][CH:10]=1.[CH2:34]([O:41][C:42]1[CH:49]=[C:48]([N:50]([CH2:55][CH2:56][CH2:57][CH3:58])[CH2:51][CH2:52][CH2:53][CH3:54])[CH:47]=[CH:46][C:43]=1[CH:44]=O)[C:35]1[CH:40]=[CH:39][CH:38]=[CH:37][CH:36]=1.O.